From a dataset of Forward reaction prediction with 1.9M reactions from USPTO patents (1976-2016). Predict the product of the given reaction. (1) The product is: [CH2:11]([CH:10]1[C:3]2[C:2]([N:23]3[CH2:22][CH2:21][N:20]([C:13]([O:15][C:16]([CH3:19])([CH3:18])[CH3:17])=[O:14])[CH2:25][CH2:24]3)=[N:7][CH:6]=[N:5][C:4]=2[CH2:8][S:9]1)[CH3:12]. Given the reactants Cl[C:2]1[C:3]2[CH:10]([CH2:11][CH3:12])[S:9][CH2:8][C:4]=2[N:5]=[CH:6][N:7]=1.[C:13]([N:20]1[CH2:25][CH2:24][NH:23][CH2:22][CH2:21]1)([O:15][C:16]([CH3:19])([CH3:18])[CH3:17])=[O:14], predict the reaction product. (2) The product is: [Br:8][C:9]1[CH:14]=[CH:13][C:12]([C:1](=[O:7])[CH2:2][CH2:3][C:4]([OH:6])=[O:5])=[CH:11][CH:10]=1. Given the reactants [C:1]1(=[O:7])[O:6][C:4](=[O:5])[CH2:3][CH2:2]1.[Br:8][C:9]1[CH:14]=[CH:13][CH:12]=[CH:11][CH:10]=1.[Al+3].[Cl-].[Cl-].[Cl-].Cl, predict the reaction product.